From a dataset of Full USPTO retrosynthesis dataset with 1.9M reactions from patents (1976-2016). Predict the reactants needed to synthesize the given product. (1) Given the product [CH:25]1([C:28]([NH:30][C:21]([C:10]2[C:9]([CH3:24])=[C:8]([C:5]3[CH:4]=[CH:3][C:2]([Cl:1])=[CH:7][CH:6]=3)[N:12]([C:13]3[CH:18]=[CH:17][C:16]([Cl:19])=[CH:15][C:14]=3[Cl:20])[N:11]=2)=[O:22])=[O:29])[CH2:27][CH2:26]1, predict the reactants needed to synthesize it. The reactants are: [Cl:1][C:2]1[CH:7]=[CH:6][C:5]([C:8]2[N:12]([C:13]3[CH:18]=[CH:17][C:16]([Cl:19])=[CH:15][C:14]=3[Cl:20])[N:11]=[C:10]([C:21](Cl)=[O:22])[C:9]=2[CH3:24])=[CH:4][CH:3]=1.[CH:25]1([C:28]([NH2:30])=[O:29])[CH2:27][CH2:26]1.C[Si]([N-][Si](C)(C)C)(C)C.[Li+]. (2) Given the product [C:40]([CH:39]([NH:43][C:2]1[C:11]([C:12]([OH:14])=[O:13])=[CH:10][C:9]2[C:4](=[CH:5][CH:6]=[C:7]([Cl:15])[CH:8]=2)[N:3]=1)[CH2:38][C:35]1[CH:36]=[CH:37][C:32]([O:31][C:22]2[C:21]([C:19]([OH:20])=[O:18])=[CH:30][C:29]3[C:24](=[CH:25][CH:26]=[CH:27][CH:28]=3)[N:23]=2)=[CH:33][CH:34]=1)([OH:42])=[O:41], predict the reactants needed to synthesize it. The reactants are: Cl[C:2]1[C:11]([C:12]([OH:14])=[O:13])=[CH:10][C:9]2[C:4](=[CH:5][CH:6]=[C:7]([Cl:15])[CH:8]=2)[N:3]=1.C([O:18][C:19]([C:21]1[C:22]([O:31][C:32]2[CH:37]=[CH:36][C:35]([CH2:38][CH:39]([NH2:43])[C:40]([OH:42])=[O:41])=[CH:34][CH:33]=2)=[N:23][C:24]2[C:29]([CH:30]=1)=[CH:28][CH:27]=[CH:26][CH:25]=2)=[O:20])C.[OH-].[Na+]. (3) Given the product [CH3:1][O:2][C:3]([C:5]1[C:9]([N:10]([S:11]([C:14]2[CH:19]=[CH:18][C:17]([O:20][CH3:21])=[CH:16][CH:15]=2)(=[O:13])=[O:12])[CH2:30][C:26]2[CH:25]=[N:24][CH:29]=[CH:28][CH:27]=2)=[C:8]([Br:22])[S:7][CH:6]=1)=[O:4], predict the reactants needed to synthesize it. The reactants are: [CH3:1][O:2][C:3]([C:5]1[C:9]([NH:10][S:11]([C:14]2[CH:19]=[CH:18][C:17]([O:20][CH3:21])=[CH:16][CH:15]=2)(=[O:13])=[O:12])=[C:8]([Br:22])[S:7][CH:6]=1)=[O:4].Cl.[N:24]1[CH:29]=[CH:28][CH:27]=[C:26]([CH2:30]Cl)[CH:25]=1.C(=O)([O-])[O-].[K+].[K+].